Predict which catalyst facilitates the given reaction. From a dataset of Catalyst prediction with 721,799 reactions and 888 catalyst types from USPTO. (1) Reactant: [OH:1][C:2]1[CH:7]=[CH:6][C:5]([CH:8]2[CH2:21][C:20]3[C:11](=[CH:12][C:13]4[O:14][C:15](=[O:22])[CH2:16][CH2:17][C:18]=4[CH:19]=3)[CH:10]3[CH2:23][CH2:24][CH2:25][CH2:26][CH:9]23)=[CH:4][CH:3]=1.[CH3:27][NH2:28]. Product: [OH:14][C:13]1[C:18]([CH2:17][CH2:16][C:15]([NH:28][CH3:27])=[O:22])=[CH:19][C:20]2[CH2:21][CH:8]([C:5]3[CH:4]=[CH:3][C:2]([OH:1])=[CH:7][CH:6]=3)[CH:9]3[CH:10]([C:11]=2[CH:12]=1)[CH2:23][CH2:24][CH2:25][CH2:26]3. The catalyst class is: 7. (2) Reactant: ClC(OCC(C)C)=O.[N+:9]([C:12]1[CH:13]=[C:14]([CH:18]=[CH:19][C:20]=1[C:21]1[O:25][CH:24]=[N:23][CH:22]=1)[C:15]([OH:17])=O)([O-:11])=[O:10].CN1CCOCC1.[C:33]([O:37][C:38]([N:40]1[CH2:45][CH2:44][CH:43]([NH:46][CH:47]2[CH2:49][CH2:48]2)[CH2:42][CH2:41]1)=[O:39])([CH3:36])([CH3:35])[CH3:34]. Product: [C:33]([O:37][C:38]([N:40]1[CH2:45][CH2:44][CH:43]([N:46]([CH:47]2[CH2:48][CH2:49]2)[C:15](=[O:17])[C:14]2[CH:18]=[CH:19][C:20]([C:21]3[O:25][CH:24]=[N:23][CH:22]=3)=[C:12]([N+:9]([O-:11])=[O:10])[CH:13]=2)[CH2:42][CH2:41]1)=[O:39])([CH3:36])([CH3:34])[CH3:35]. The catalyst class is: 7.